From a dataset of Reaction yield outcomes from USPTO patents with 853,638 reactions. Predict the reaction yield, written as a fraction of the theoretical maximum amount of product (1.0 means a 100% yield; for example, 0.34 means a 34% yield). (1) The reactants are C=O.[F:3][C:4]([F:17])([F:16])[CH2:5][CH2:6][C:7](=[O:15])[CH2:8][C:9]1[CH:14]=[CH:13][CH:12]=[CH:11][CH:10]=1.N1CCCC[CH2:19]1. The catalyst is C(O)(=O)C. The product is [F:3][C:4]([F:16])([F:17])[CH2:5][CH2:6][C:7](=[O:15])[C:8]([C:9]1[CH:14]=[CH:13][CH:12]=[CH:11][CH:10]=1)=[CH2:19]. The yield is 0.570. (2) The reactants are C(N)CN.[Na].[H][H].[CH3:8][C:9]1[CH2:14][CH2:13][CH:12]([C:15]([CH3:17])=[CH2:16])[CH2:11][CH:10]=1. The catalyst is O. The product is [C:12]1([CH:15]([CH3:17])[CH3:16])[CH:13]=[CH:14][C:9]([CH3:8])=[CH:10][CH:11]=1. The yield is 0.990. (3) The reactants are [CH2:1]([NH:5][C:6]1[CH:7]=[CH:8][C:9]2[N:10]([C:12]([C:15]3[CH:35]=[CH:34][C:18]([C:19]([N:21]4[CH2:26][CH2:25][N:24](C([O:29][C:30]([CH3:33])(C)C)=O)[CH2:23][CH2:22]4)=[O:20])=[CH:17][CH:16]=3)=[CH:13][N:14]=2)[N:11]=1)[CH2:2][CH2:3][CH3:4].C(Cl)(=[O:38])C. No catalyst specified. The product is [C:30]([OH:38])(=[O:29])[CH3:33].[CH2:1]([NH:5][C:6]1[CH:7]=[CH:8][C:9]2[N:10]([C:12]([C:15]3[CH:16]=[CH:17][C:18]([C:19]([N:21]4[CH2:26][CH2:25][NH:24][CH2:23][CH2:22]4)=[O:20])=[CH:34][CH:35]=3)=[CH:13][N:14]=2)[N:11]=1)[CH2:2][CH2:3][CH3:4]. The yield is 0.760. (4) The reactants are [O:1]=[C:2]1[C:7]2[CH:8]=[CH:9][CH:10]=[CH:11][C:6]=2[S:5][C:4]([C:12]2[N:17]=[C:16]([C:18]([NH:20][CH2:21][CH2:22][CH2:23][CH2:24][CH2:25][CH2:26][NH:27]C(=O)OC(C)(C)C)=[O:19])[CH:15]=[CH:14][CH:13]=2)=[N:3]1.[ClH:35]. The catalyst is C(OCC)(=O)C. The product is [ClH:35].[NH2:27][CH2:26][CH2:25][CH2:24][CH2:23][CH2:22][CH2:21][NH:20][C:18]([C:16]1[CH:15]=[CH:14][CH:13]=[C:12]([C:4]2[S:5][C:6]3[CH:11]=[CH:10][CH:9]=[CH:8][C:7]=3[C:2](=[O:1])[N:3]=2)[N:17]=1)=[O:19]. The yield is 0.560. (5) The reactants are Br[C:2]1[CH:12]=[CH:11][CH:10]=[C:9]([O:13][CH3:14])[C:3]=1[C:4]([O:6][CH2:7][CH3:8])=[O:5].CC1(C)C(C)(C)OB([C:23]2[NH:27][N:26]=[CH:25][CH:24]=2)O1.C([O-])([O-])=O.[Na+].[Na+]. The catalyst is COCCOC.O.C1C=CC([P]([Pd]([P](C2C=CC=CC=2)(C2C=CC=CC=2)C2C=CC=CC=2)([P](C2C=CC=CC=2)(C2C=CC=CC=2)C2C=CC=CC=2)[P](C2C=CC=CC=2)(C2C=CC=CC=2)C2C=CC=CC=2)(C2C=CC=CC=2)C2C=CC=CC=2)=CC=1. The product is [CH3:14][O:13][C:9]1[CH:10]=[CH:11][CH:12]=[C:2]([C:23]2[NH:27][N:26]=[CH:25][CH:24]=2)[C:3]=1[C:4]([O:6][CH2:7][CH3:8])=[O:5]. The yield is 0.330. (6) The reactants are Br[CH:2]([CH2:26][CH2:27][Cl:28])[C:3]([C:5]1[CH:25]=[CH:24][C:8]([O:9][CH2:10][CH2:11][CH2:12][CH2:13][CH2:14][O:15][C:16]2[CH:23]=[CH:22][C:19]([C:20]#[N:21])=[CH:18][CH:17]=2)=[CH:7][CH:6]=1)=O.[NH2:29][C:30]([NH2:32])=[S:31].C(O)C. The catalyst is O. The product is [NH2:32][C:30]1[S:31][C:2]([CH2:26][CH2:27][Cl:28])=[C:3]([C:5]2[CH:25]=[CH:24][C:8]([O:9][CH2:10][CH2:11][CH2:12][CH2:13][CH2:14][O:15][C:16]3[CH:23]=[CH:22][C:19]([C:20]#[N:21])=[CH:18][CH:17]=3)=[CH:7][CH:6]=2)[N:29]=1. The yield is 0.210. (7) The reactants are [Cl:1][C:2]1[CH:3]=[C:4]([CH2:9][N:10]2[CH:14]=[C:13]([C:15]([NH:17][C:18]3[S:19][C:20]([C:23]([O:25]C)=[O:24])=[CH:21][N:22]=3)=[O:16])[N:12]=[N:11]2)[CH:5]=[CH:6][C:7]=1[Cl:8].[OH-].[Na+]. The catalyst is C(O)C. The product is [Cl:1][C:2]1[CH:3]=[C:4]([CH2:9][N:10]2[CH:14]=[C:13]([C:15]([NH:17][C:18]3[S:19][C:20]([C:23]([OH:25])=[O:24])=[CH:21][N:22]=3)=[O:16])[N:12]=[N:11]2)[CH:5]=[CH:6][C:7]=1[Cl:8]. The yield is 0.305. (8) The reactants are C(N)CN.C[Si](C)(C)CCOC[N:11]1[C:15]2[N:16]=[CH:17][C:18]3[N:19]([CH:20]=[N:21][N:22]=3)[C:14]=2[C:13]([C:23]([NH:25][C@H:26]2[CH2:31][CH2:30][C@H:29]([CH2:32][NH:33][C:34](=[O:40])[O:35][C:36]([CH3:39])([CH3:38])[CH3:37])[CH2:28][CH2:27]2)=[O:24])=[CH:12]1.CCCC[N+](CCCC)(CCCC)CCCC.[F-]. The yield is 0.290. The product is [CH:20]1[N:19]2[C:14]3[C:13]([C:23]([NH:25][C@H:26]4[CH2:27][CH2:28][C@H:29]([CH2:32][NH:33][C:34](=[O:40])[O:35][C:36]([CH3:38])([CH3:37])[CH3:39])[CH2:30][CH2:31]4)=[O:24])=[CH:12][NH:11][C:15]=3[N:16]=[CH:17][C:18]2=[N:22][N:21]=1. The catalyst is C1COCC1.